This data is from Reaction yield outcomes from USPTO patents with 853,638 reactions. The task is: Predict the reaction yield, written as a fraction of the theoretical maximum amount of product (1.0 means a 100% yield; for example, 0.34 means a 34% yield). The catalyst is C1COCC1. The yield is 0.867. The reactants are [CH3:1][C:2]1([OH:12])[CH2:11][CH2:10][C:5]2(OCC[O:6]2)[CH2:4][CH2:3]1.Cl.C([O-])([O-])=O.[K+].[K+]. The product is [OH:12][C:2]1([CH3:1])[CH2:11][CH2:10][C:5](=[O:6])[CH2:4][CH2:3]1.